This data is from Full USPTO retrosynthesis dataset with 1.9M reactions from patents (1976-2016). The task is: Predict the reactants needed to synthesize the given product. (1) Given the product [F:45][C:2]([F:1])([F:44])[C:3]1[CH:4]=[C:5]([CH:37]=[C:38]([C:40]([F:41])([F:42])[F:43])[CH:39]=1)[CH2:6][N:7]([CH2:23][C:24]1[CH:29]=[C:28]([C:30]([F:33])([F:32])[F:31])[CH:27]=[CH:26][C:25]=1[N:34]([CH3:35])[CH3:36])[C:8]1[N:9]=[CH:10][C:11]([O:14][CH2:15][CH2:16][CH2:17][C:18]([OH:20])=[O:19])=[CH:12][N:13]=1, predict the reactants needed to synthesize it. The reactants are: [F:1][C:2]([F:45])([F:44])[C:3]1[CH:4]=[C:5]([CH:37]=[C:38]([C:40]([F:43])([F:42])[F:41])[CH:39]=1)[CH2:6][N:7]([CH2:23][C:24]1[CH:29]=[C:28]([C:30]([F:33])([F:32])[F:31])[CH:27]=[CH:26][C:25]=1[N:34]([CH3:36])[CH3:35])[C:8]1[N:13]=[CH:12][C:11]([O:14][CH2:15][CH2:16][CH2:17][C:18]([O:20]CC)=[O:19])=[CH:10][N:9]=1.[OH-].[Na+].C(OCC)(=O)C. (2) Given the product [C:24]([C:21]1[CH:20]=[N:19][C:18]([N:13]2[CH2:14][C@H:15]([O:16][CH3:17])[C@H:11]([NH:10][C:9]3[C:4]4[N:5]([CH:29]=[C:2]([C:39]5[CH:38]=[CH:37][C:36]([C:34](=[O:35])[NH:33][CH:30]6[CH2:32][CH2:31]6)=[CH:41][CH:40]=5)[CH:3]=4)[N:6]=[CH:7][C:8]=3[C:26]([NH2:28])=[O:27])[CH2:12]2)=[N:23][CH:22]=1)#[N:25], predict the reactants needed to synthesize it. The reactants are: Br[C:2]1[CH:3]=[C:4]2[C:9]([NH:10][C@H:11]3[C@@H:15]([O:16][CH3:17])[CH2:14][N:13]([C:18]4[N:23]=[CH:22][C:21]([C:24]#[N:25])=[CH:20][N:19]=4)[CH2:12]3)=[C:8]([C:26]([NH2:28])=[O:27])[CH:7]=[N:6][N:5]2[CH:29]=1.[CH:30]1([NH:33][C:34]([C:36]2[CH:41]=[CH:40][C:39](B(O)O)=[CH:38][CH:37]=2)=[O:35])[CH2:32][CH2:31]1.P([O-])([O-])([O-])=O.[K+].[K+].[K+]. (3) Given the product [OH:1][CH:2]1[CH2:3][CH2:4][C:5]2([CH2:10][CH2:9][N:8]([C:11]([O:13][CH2:14][C:15]3[CH:16]=[CH:17][CH:18]=[CH:19][CH:20]=3)=[O:12])[CH2:7][CH2:6]2)[CH2:21][CH2:22]1, predict the reactants needed to synthesize it. The reactants are: [O:1]=[C:2]1[CH2:22][CH2:21][C:5]2([CH2:10][CH2:9][N:8]([C:11]([O:13][CH2:14][C:15]3[CH:20]=[CH:19][CH:18]=[CH:17][CH:16]=3)=[O:12])[CH2:7][CH2:6]2)[CH:4]=[CH:3]1.